Dataset: Full USPTO retrosynthesis dataset with 1.9M reactions from patents (1976-2016). Task: Predict the reactants needed to synthesize the given product. (1) Given the product [F:1][C:2]1[CH:3]=[N:4][CH:5]=[CH:6][C:7]=1[NH:8][C:16](=[O:23])[C:17]1[CH:22]=[CH:21][CH:20]=[CH:19][CH:18]=1, predict the reactants needed to synthesize it. The reactants are: [F:1][C:2]1[CH:3]=[N:4][CH:5]=[CH:6][C:7]=1[NH2:8].C(N(CC)CC)C.[C:16](Cl)(=[O:23])[C:17]1[CH:22]=[CH:21][CH:20]=[CH:19][CH:18]=1. (2) Given the product [NH2:26][C:24]1[C:25]2=[C:17]([C:12]3[CH:13]=[CH:14][C:15]4[C:10]([CH:11]=3)=[N:9][N:8]([CH2:1][C:2]3[CH:7]=[CH:6][CH:5]=[CH:4][CH:3]=3)[CH:16]=4)[CH:18]=[C:19]([CH:27]3[O:32][CH2:31][CH2:30][N:29]([CH2:34][C:35]([N:37]([CH3:39])[CH3:38])=[O:36])[CH2:28]3)[N:20]2[N:21]=[CH:22][N:23]=1, predict the reactants needed to synthesize it. The reactants are: [CH2:1]([N:8]1[CH:16]=[C:15]2[C:10]([CH:11]=[C:12]([C:17]3[CH:18]=[C:19]([CH:27]4[O:32][CH2:31][CH2:30][NH:29][CH2:28]4)[N:20]4[C:25]=3[C:24]([NH2:26])=[N:23][CH:22]=[N:21]4)[CH:13]=[CH:14]2)=[N:9]1)[C:2]1[CH:7]=[CH:6][CH:5]=[CH:4][CH:3]=1.Cl[CH2:34][C:35]([N:37]([CH3:39])[CH3:38])=[O:36].C(=O)([O-])[O-].[K+].[K+].[I-].[K+]. (3) Given the product [Cl:1][C:2]1[CH:7]=[CH:6][C:5]([NH:8][C:9]2[C:14]([NH2:15])=[CH:13][N:12]=[C:11]([NH:18][C:19]3[CH:20]=[N:21][N:22]([CH:24]4[CH2:25][CH2:26][O:27][CH2:28][CH2:29]4)[CH:23]=3)[N:10]=2)=[CH:4][C:3]=1[F:30], predict the reactants needed to synthesize it. The reactants are: [Cl:1][C:2]1[CH:7]=[CH:6][C:5]([NH:8][C:9]2[C:14]([N+:15]([O-])=O)=[CH:13][N:12]=[C:11]([NH:18][C:19]3[CH:20]=[N:21][N:22]([CH:24]4[CH2:29][CH2:28][O:27][CH2:26][CH2:25]4)[CH:23]=3)[N:10]=2)=[CH:4][C:3]=1[F:30]. (4) Given the product [NH:20]1[CH:19]=[C:18]([C:2]2[CH:9]=[CH:8][CH:7]=[CH:6][C:3]=2[CH:4]=[O:5])[CH:22]=[N:21]1, predict the reactants needed to synthesize it. The reactants are: Br[C:2]1[CH:9]=[CH:8][CH:7]=[CH:6][C:3]=1[CH:4]=[O:5].CC1(C)C(C)(C)OB([C:18]2[CH:19]=[N:20][NH:21][CH:22]=2)O1.C([O-])([O-])=O.[Na+].[Na+].O. (5) Given the product [O:1]=[C:2]1[CH2:11][C:10]2[C:5]3=[C:6]([N:12]([CH2:14][C:15]([O-:17])=[O:16])[CH:13]=[C:4]3[NH:3]1)[CH:7]=[CH:8][CH:9]=2.[Li+:21], predict the reactants needed to synthesize it. The reactants are: [O:1]=[C:2]1[CH2:11][C:10]2[C:5]3=[C:6]([N:12]([CH2:14][C:15]([O:17]CC)=[O:16])[CH:13]=[C:4]3[NH:3]1)[CH:7]=[CH:8][CH:9]=2.[OH-].[Li+:21].Cl. (6) Given the product [CH:1]([O:4][C:5]1[C:6]([N+:19]([O-:21])=[O:20])=[CH:7][C:8]([CH3:18])=[C:9]([C:11]2[CH2:16][CH2:15][CH:14]([N:23]([CH3:24])[CH3:22])[CH2:13][CH:12]=2)[CH:10]=1)([CH3:3])[CH3:2], predict the reactants needed to synthesize it. The reactants are: [CH:1]([O:4][C:5]1[C:6]([N+:19]([O-:21])=[O:20])=[CH:7][C:8]([CH3:18])=[C:9]([C:11]2[CH2:16][CH2:15][C:14](=O)[CH2:13][CH:12]=2)[CH:10]=1)([CH3:3])[CH3:2].[CH3:22][NH:23][CH3:24].CC(O)=O.[BH-](OC(C)=O)(OC(C)=O)OC(C)=O.[Na+].